Task: Predict the reactants needed to synthesize the given product.. Dataset: Full USPTO retrosynthesis dataset with 1.9M reactions from patents (1976-2016) Given the product [CH2:24]([O:23][C:21](=[O:22])[C:20]1[CH:26]=[CH:27][C:17]([NH:16][C:9]([O:11][C:12]([CH3:13])([CH3:14])[CH3:15])=[O:10])=[N:18][CH:19]=1)[CH3:25], predict the reactants needed to synthesize it. The reactants are: [C:9](O[C:9]([O:11][C:12]([CH3:15])([CH3:14])[CH3:13])=[O:10])([O:11][C:12]([CH3:15])([CH3:14])[CH3:13])=[O:10].[NH2:16][C:17]1[CH:27]=[CH:26][C:20]([C:21]([O:23][CH2:24][CH3:25])=[O:22])=[CH:19][N:18]=1.